Task: Predict the reactants needed to synthesize the given product.. Dataset: Full USPTO retrosynthesis dataset with 1.9M reactions from patents (1976-2016) (1) The reactants are: Br[C:2]1[CH:3]=[CH:4][C:5]([O:8][CH3:9])=[N:6][CH:7]=1.C([Li])CCC.Br[CH2:16][CH2:17][CH2:18][C:19]1[CH:24]=[CH:23][CH:22]=[CH:21][CH:20]=1. Given the product [CH3:9][O:8][C:5]1[CH:4]=[CH:3][C:2]([CH2:16][CH2:17][CH2:18][C:19]2[CH:24]=[CH:23][CH:22]=[CH:21][CH:20]=2)=[CH:7][N:6]=1, predict the reactants needed to synthesize it. (2) Given the product [NH2:22][CH2:3][C:4]1[S:21][C:7]2[N:8]=[C:9]([NH2:20])[N:10]=[C:11]([C:12]3[CH:17]=[CH:16][C:15]([Cl:18])=[CH:14][C:13]=3[Cl:19])[C:6]=2[CH:5]=1, predict the reactants needed to synthesize it. The reactants are: Cl.Cl[CH2:3][C:4]1[S:21][C:7]2[N:8]=[C:9]([NH2:20])[N:10]=[C:11]([C:12]3[CH:17]=[CH:16][C:15]([Cl:18])=[CH:14][C:13]=3[Cl:19])[C:6]=2[CH:5]=1.[NH3:22]. (3) The reactants are: Cl[C:2]1[CH:7]=[CH:6][C:5]([C:8]2([C:11]([N:13]3[CH2:17][CH2:16][C@@:15]4([C:21]5[CH:22]=[CH:23][CH:24]=[CH:25][C:20]=5[C:19](=[O:26])[O:18]4)[CH2:14]3)=[O:12])[CH2:10][CH2:9]2)=[CH:4][CH:3]=1.[NH:27]1[CH2:32][CH2:31][O:30][CH2:29][CH2:28]1.CC(C)([O-])C.[Na+].C(P(C(C)(C)C)C1C=CC=CC=1C1C=CC=CC=1)(C)(C)C.O1CCOCC1. Given the product [N:27]1([C:2]2[CH:7]=[CH:6][C:5]([C:8]3([C:11]([N:13]4[CH2:17][CH2:16][C@@:15]5([C:21]6[CH:22]=[CH:23][CH:24]=[CH:25][C:20]=6[C:19](=[O:26])[O:18]5)[CH2:14]4)=[O:12])[CH2:10][CH2:9]3)=[CH:4][CH:3]=2)[CH2:32][CH2:31][O:30][CH2:29][CH2:28]1, predict the reactants needed to synthesize it. (4) Given the product [NH2:1][C:2]1[C:7]([C:8]([C:10]2[CH:15]=[C:14]([F:16])[CH:13]=[CH:12][C:11]=2[O:17][CH3:18])=[O:9])=[CH:6][N:5]=[C:4]([NH:19][CH:20]2[CH2:21][CH2:22][N:23]([S:33]([C:30]3[C:29]([CH3:37])=[N:28][N:27]([CH3:26])[C:31]=3[CH3:32])(=[O:34])=[O:35])[CH2:24][CH2:25]2)[N:3]=1, predict the reactants needed to synthesize it. The reactants are: [NH2:1][C:2]1[C:7]([C:8]([C:10]2[CH:15]=[C:14]([F:16])[CH:13]=[CH:12][C:11]=2[O:17][CH3:18])=[O:9])=[CH:6][N:5]=[C:4]([NH:19][CH:20]2[CH2:25][CH2:24][NH:23][CH2:22][CH2:21]2)[N:3]=1.[CH3:26][N:27]1[C:31]([CH3:32])=[C:30]([S:33](Cl)(=[O:35])=[O:34])[C:29]([CH3:37])=[N:28]1. (5) Given the product [CH2:1]([N:8]1[C:13](=[O:14])[C:12]([C:15]2[CH:20]=[CH:19][C:18]([F:21])=[CH:17][CH:16]=2)=[C:11]([C:35]2[CH:36]=[CH:37][C:32]([S:31][CH3:30])=[CH:33][CH:34]=2)[CH:10]=[N:9]1)[C:2]1[CH:7]=[CH:6][CH:5]=[CH:4][CH:3]=1, predict the reactants needed to synthesize it. The reactants are: [CH2:1]([N:8]1[C:13](=[O:14])[C:12]([C:15]2[CH:20]=[CH:19][C:18]([F:21])=[CH:17][CH:16]=2)=[C:11](OS(C(F)(F)F)(=O)=O)[CH:10]=[N:9]1)[C:2]1[CH:7]=[CH:6][CH:5]=[CH:4][CH:3]=1.[CH3:30][S:31][C:32]1[CH:37]=[CH:36][C:35](B(O)O)=[CH:34][CH:33]=1.CCN(CC)CC. (6) Given the product [F:19][C:13]1[CH:12]=[C:11]([C:9]2[N:10]=[C:5]3[CH:4]=[CH:3][C:2]([N:23]([CH3:22])[C@@H:24]4[CH2:28][CH2:27][N:26]([C:29]([O:31][C:32]([CH3:34])([CH3:33])[CH3:35])=[O:30])[CH2:25]4)=[CH:21][N:6]3[C:7](=[O:20])[CH:8]=2)[CH:16]=[CH:15][C:14]=1[O:17][CH3:18], predict the reactants needed to synthesize it. The reactants are: Br[C:2]1[CH:3]=[CH:4][C:5]2[N:6]([CH:21]=1)[C:7](=[O:20])[CH:8]=[C:9]([C:11]1[CH:16]=[CH:15][C:14]([O:17][CH3:18])=[C:13]([F:19])[CH:12]=1)[N:10]=2.[CH3:22][NH:23][C@@H:24]1[CH2:28][CH2:27][N:26]([C:29]([O:31][C:32]([CH3:35])([CH3:34])[CH3:33])=[O:30])[CH2:25]1.C1(P(C2CCCCC2)C2C=CC=CC=2C2C(OC)=CC=CC=2OC)CCCCC1.C([O-])([O-])=O.[Cs+].[Cs+]. (7) Given the product [CH3:15][CH:16]1[CH2:20][C:21]2[N:22]([C:26]3[CH:31]=[CH:30][CH:29]=[CH:28][CH:27]=3)[CH:23]=[CH:24][C:25]=2[C:17]1=[O:19], predict the reactants needed to synthesize it. The reactants are: O=P12OP3(OP(OP(O3)(O1)=O)(=O)O2)=O.[CH3:15][CH:16]([CH2:20][C:21]1[N:22]([C:26]2[CH:31]=[CH:30][CH:29]=[CH:28][CH:27]=2)[CH:23]=[CH:24][CH:25]=1)[C:17]([OH:19])=O. (8) Given the product [N+:31]([C:28]1[CH:27]=[CH:26][C:25]([CH2:24][O:23][C:21]([N:9]2[CH:10]=[C:11]([CH:13]=[O:14])[N:12]=[C:8]2[CH2:1][C:2]2[CH:3]=[CH:4][CH:5]=[CH:6][CH:7]=2)=[O:22])=[CH:30][CH:29]=1)([O-:33])=[O:32], predict the reactants needed to synthesize it. The reactants are: [CH2:1]([C:8]1[NH:9][CH:10]=[C:11]([CH:13]=[O:14])[N:12]=1)[C:2]1[CH:7]=[CH:6][CH:5]=[CH:4][CH:3]=1.C(=O)([O-])O.[Na+].Cl[C:21]([O:23][CH2:24][C:25]1[CH:30]=[CH:29][C:28]([N+:31]([O-:33])=[O:32])=[CH:27][CH:26]=1)=[O:22]. (9) Given the product [Cl:14][C:15]1[CH:22]=[CH:21][C:18]([CH2:19][N:20]2[CH2:11][C:5]3[C:4](=[C:9]([I:10])[CH:8]=[CH:7][CH:6]=3)[C:3]2=[O:13])=[CH:17][CH:16]=1, predict the reactants needed to synthesize it. The reactants are: CO[C:3](=[O:13])[C:4]1[C:9]([I:10])=[CH:8][CH:7]=[CH:6][C:5]=1[CH2:11]Br.[Cl:14][C:15]1[CH:22]=[CH:21][C:18]([CH2:19][NH2:20])=[CH:17][CH:16]=1.C([O-])([O-])=O.[K+].[K+].C(OCC)(=O)C.